From a dataset of Reaction yield outcomes from USPTO patents with 853,638 reactions. Predict the reaction yield, written as a fraction of the theoretical maximum amount of product (1.0 means a 100% yield; for example, 0.34 means a 34% yield). (1) The reactants are [C:1]([CH:5]1[CH2:13][C:12]2[C:7](=[CH:8][C:9]([N+:14]([O-:16])=[O:15])=[CH:10][CH:11]=2)[NH:6]1)([CH3:4])([CH3:3])[CH3:2].C(C1C(=O)C(Cl)=C(Cl)C(=O)C=1C#N)#N. The catalyst is O1CCOCC1. The product is [C:1]([C:5]1[NH:6][C:7]2[C:12]([CH:13]=1)=[CH:11][CH:10]=[C:9]([N+:14]([O-:16])=[O:15])[CH:8]=2)([CH3:4])([CH3:2])[CH3:3]. The yield is 0.800. (2) The reactants are Cl.CN(C)CCCN=C=NCC.[C:13]([C:15]1[CH:16]=[C:17]([CH:21]([O:25][N:26]2[C:34](=[O:35])[C:33]3[C:28](=[CH:29][CH:30]=[CH:31][CH:32]=3)[C:27]2=[O:36])[C:22]([OH:24])=O)[CH:18]=[CH:19][CH:20]=1)#[N:14].[NH:37]1[CH2:42][CH2:41][O:40][CH2:39][CH2:38]1. The catalyst is C(Cl)Cl. The product is [O:36]=[C:27]1[C:28]2[C:33](=[CH:32][CH:31]=[CH:30][CH:29]=2)[C:34](=[O:35])[N:26]1[O:25][CH:21]([C:17]1[CH:16]=[C:15]([CH:20]=[CH:19][CH:18]=1)[C:13]#[N:14])[C:22]([N:37]1[CH2:42][CH2:41][O:40][CH2:39][CH2:38]1)=[O:24]. The yield is 0.430. (3) The reactants are [CH:1]1([N:4]2[C:8]([NH2:9])=[C:7]([I:10])[CH:6]=[N:5]2)[CH2:3][CH2:2]1.C(NC(C)C)(C)C.[C:18](Cl)(=[O:20])[CH3:19]. The catalyst is ClCCl. The product is [CH:1]1([N:4]2[C:8]([NH:9][C:18](=[O:20])[CH3:19])=[C:7]([I:10])[CH:6]=[N:5]2)[CH2:3][CH2:2]1. The yield is 0.920.